This data is from Catalyst prediction with 721,799 reactions and 888 catalyst types from USPTO. The task is: Predict which catalyst facilitates the given reaction. Reactant: N(/C(OC(C)(C)C)=O)=N\C(OC(C)(C)C)=O.[CH3:17][O:18][C:19]1[CH:20]=[C:21]([OH:28])[CH:22]=[CH:23][C:24]=1[N+:25]([O-:27])=[O:26].O[CH2:30][C:31]([O:33][CH3:34])=[O:32].C1(P(C2C=CC=CC=2)C2C=CC=CC=2)C=CC=CC=1. Product: [CH3:17][O:18][C:19]1[CH:20]=[C:21]([CH:22]=[CH:23][C:24]=1[N+:25]([O-:27])=[O:26])[O:28][CH2:30][C:31]([O:33][CH3:34])=[O:32]. The catalyst class is: 2.